Dataset: Reaction yield outcomes from USPTO patents with 853,638 reactions. Task: Predict the reaction yield, written as a fraction of the theoretical maximum amount of product (1.0 means a 100% yield; for example, 0.34 means a 34% yield). (1) The reactants are [CH3:1][O:2][C:3](=[O:16])[C:4]1[CH:9]=[CH:8][C:7](I)=[C:6]([O:11][CH2:12][C:13]([CH3:15])=[CH2:14])[CH:5]=1.C(=O)([O-])[O-].[K+].[K+].[C:23]1(B(O)O)[C:32]2[C:27](=[CH:28][CH:29]=[CH:30][CH:31]=2)[CH:26]=[CH:25][CH:24]=1. The catalyst is CN(C=O)C.[Cl-].C([N+](CCCC)(CCCC)CCCC)CCC.C([O-])(=O)C.[Pd+2].C([O-])(=O)C. The product is [CH3:1][O:2][C:3]([C:4]1[CH:9]=[CH:8][C:7]2[C:13]([CH3:15])([CH2:14][C:31]3[C:32]4[C:27](=[CH:26][CH:25]=[CH:24][CH:23]=4)[CH:28]=[CH:29][CH:30]=3)[CH2:12][O:11][C:6]=2[CH:5]=1)=[O:16]. The yield is 0.430. (2) The reactants are [C:1]([O:5][C:6]([NH:8][C:9]1[CH:14]=[CH:13][C:12]([C:15]#[N:16])=[CH:11][C:10]=1[C:17]#[C:18][C:19]1[CH:20]=[C:21]([NH:25][C:26](=[O:32])[O:27][C:28]([CH3:31])([CH3:30])[CH3:29])[CH:22]=[N:23][CH:24]=1)=[O:7])([CH3:4])([CH3:3])[CH3:2]. The catalyst is [Pd].CO. The product is [C:1]([O:5][C:6]([NH:8][C:9]1[CH:14]=[CH:13][C:12]([C:15]#[N:16])=[CH:11][C:10]=1[CH2:17][CH2:18][C:19]1[CH:20]=[C:21]([NH:25][C:26](=[O:32])[O:27][C:28]([CH3:31])([CH3:30])[CH3:29])[CH:22]=[N:23][CH:24]=1)=[O:7])([CH3:4])([CH3:3])[CH3:2]. The yield is 0.990. (3) The reactants are [Cl:1][C:2]1[CH:3]=[C:4]([N:8]2[C:12]([CH2:13][NH:14][C:15]([NH:17][C:18]3[CH:19]=[N:20][C:21]([CH:24]4[CH2:28][O:27]C(C)(C)[O:25]4)=[CH:22][CH:23]=3)=[O:16])=[CH:11][C:10]([C:31]([F:34])([F:33])[F:32])=[N:9]2)[CH:5]=[CH:6][CH:7]=1. The catalyst is CO.[Cl-].[Cl-].[Cl-].[Cl-].[Zr+4]. The product is [Cl:1][C:2]1[CH:3]=[C:4]([N:8]2[C:12]([CH2:13][NH:14][C:15]([NH:17][C:18]3[CH:19]=[N:20][C:21]([CH:24]([OH:25])[CH2:28][OH:27])=[CH:22][CH:23]=3)=[O:16])=[CH:11][C:10]([C:31]([F:34])([F:32])[F:33])=[N:9]2)[CH:5]=[CH:6][CH:7]=1. The yield is 0.370. (4) The reactants are [Cl:1][C:2]1[CH:10]=[C:9]2[C:5](/[C:6](=[CH:12]/[C:13]3[CH:18]=[CH:17][CH:16]=[C:15]([Cl:19])[CH:14]=3)/[C:7](=[O:11])[NH:8]2)=[CH:4][CH:3]=1.[C:20]([O:24][C:25](O[C:25]([O:24][C:20]([CH3:23])([CH3:22])[CH3:21])=[O:26])=[O:26])([CH3:23])([CH3:22])[CH3:21]. The catalyst is ClCCl.CN(C)C1C=CN=CC=1. The product is [C:20]([O:24][C:25]([N:8]1[C:9]2[C:5](=[CH:4][CH:3]=[C:2]([Cl:1])[CH:10]=2)/[C:6](=[CH:12]/[C:13]2[CH:18]=[CH:17][CH:16]=[C:15]([Cl:19])[CH:14]=2)/[C:7]1=[O:11])=[O:26])([CH3:23])([CH3:22])[CH3:21]. The yield is 0.960.